Dataset: Reaction yield outcomes from USPTO patents with 853,638 reactions. Task: Predict the reaction yield, written as a fraction of the theoretical maximum amount of product (1.0 means a 100% yield; for example, 0.34 means a 34% yield). The reactants are [C:1]([O:5][C:6](=[O:13])[NH:7][C@@H:8]([CH3:12])[C:9]([NH2:11])=O)([CH3:4])([CH3:3])[CH3:2].N1C(Cl)=NC(Cl)=NC=1Cl.O. The catalyst is CN(C)C=O. The product is [C:1]([O:5][C:6](=[O:13])[NH:7][C@H:8]([C:9]#[N:11])[CH3:12])([CH3:2])([CH3:3])[CH3:4]. The yield is 0.630.